The task is: Predict the reactants needed to synthesize the given product.. This data is from Full USPTO retrosynthesis dataset with 1.9M reactions from patents (1976-2016). (1) Given the product [Cl:3][C:4]1[N:5]=[CH:6][C:7]2[C:12]([C:13]([OH:15])=[O:14])=[C:11]([CH3:17])[N:10]([C@@H:18]([C:20]3[CH:25]=[CH:24][CH:23]=[CH:22][CH:21]=3)[CH3:19])[C:8]=2[N:9]=1, predict the reactants needed to synthesize it. The reactants are: [OH-].[Li+].[Cl:3][C:4]1[N:5]=[CH:6][C:7]2[C:12]([C:13]([O:15]C)=[O:14])=[C:11]([CH3:17])[N:10]([C@@H:18]([C:20]3[CH:25]=[CH:24][CH:23]=[CH:22][CH:21]=3)[CH3:19])[C:8]=2[N:9]=1. (2) Given the product [CH3:25][C:22]1[N:21]=[CH:20][C:19]([CH2:18][NH:17][C:15]([C:4]2[CH:5]=[C:6]([C:8]3[CH:13]=[CH:12][C:11]([CH3:14])=[CH:10][CH:9]=3)[CH:7]=[C:2]([C:30]3[CH:29]=[CH:28][C:27]([CH3:26])=[CH:32][N:31]=3)[CH:3]=2)=[O:16])=[CH:24][N:23]=1, predict the reactants needed to synthesize it. The reactants are: Br[C:2]1[CH:3]=[C:4]([C:15]([NH:17][CH2:18][C:19]2[CH:20]=[N:21][C:22]([CH3:25])=[N:23][CH:24]=2)=[O:16])[CH:5]=[C:6]([C:8]2[CH:13]=[CH:12][C:11]([CH3:14])=[CH:10][CH:9]=2)[CH:7]=1.[CH3:26][C:27]1[CH:28]=[CH:29][C:30]([Sn](CCCC)(CCCC)CCCC)=[N:31][CH:32]=1.C1(C)C=CC=CC=1. (3) Given the product [NH:15]1[C:13]([CH2:12][CH2:11][C:7]2[C:6]3[B:2]([OH:1])[O:3][CH2:4][C:5]=3[CH:10]=[CH:9][CH:8]=2)=[N:14][N:17]=[N:16]1, predict the reactants needed to synthesize it. The reactants are: [OH:1][B:2]1[C:6]2[C:7]([CH2:11][CH2:12][C:13]#[N:14])=[CH:8][CH:9]=[CH:10][C:5]=2[CH2:4][O:3]1.[N-:15]=[N+:16]=[N-:17].[Na+].[NH4+].[Cl-].